From a dataset of Forward reaction prediction with 1.9M reactions from USPTO patents (1976-2016). Predict the product of the given reaction. (1) Given the reactants [N:1]1[C:8]([Cl:9])=[N:7][C:5](Cl)=[N:4][C:2]=1[Cl:3].CCN(C(C)C)C(C)C.[OH:19][CH2:20][C@H:21]1[CH2:23][C@H:22]1[C:24]#[N:25].CCOC(C)=O, predict the reaction product. The product is: [Cl:9][C:8]1[N:1]=[C:2]([Cl:3])[N:4]=[C:5]([O:19][CH2:20][C@H:21]2[CH2:23][C@H:22]2[C:24]#[N:25])[N:7]=1. (2) Given the reactants [CH3:1][C:2]1[CH:3]=[C:4]([C:9](=[O:25])[CH2:10][C:11]2[CH:16]=[CH:15][N:14]=[C:13]([NH:17]C(OC(C)(C)C)=O)[CH:12]=2)[CH:5]=[C:6]([CH3:8])[CH:7]=1.[OH-].[Na+], predict the reaction product. The product is: [NH2:17][C:13]1[CH:12]=[C:11]([CH2:10][C:9]([C:4]2[CH:3]=[C:2]([CH3:1])[CH:7]=[C:6]([CH3:8])[CH:5]=2)=[O:25])[CH:16]=[CH:15][N:14]=1. (3) Given the reactants [C:1]([C:3]1[CH:35]=[CH:34][C:6]2[C:7]([C:28]3[CH:33]=[CH:32][CH:31]=[CH:30][CH:29]=3)=[C:8]([C:10]3[CH:15]=[CH:14][C:13]([C:16]4([NH:20][C:21](=[O:27])[O:22][C:23]([CH3:26])([CH3:25])[CH3:24])[CH2:19][CH2:18][CH2:17]4)=[CH:12][CH:11]=3)[O:9][C:5]=2[CH:4]=1)#[N:2].C(=O)([O-])[O-:37].[K+].[K+].OO, predict the reaction product. The product is: [C:1]([C:3]1[CH:35]=[CH:34][C:6]2[C:7]([C:28]3[CH:29]=[CH:30][CH:31]=[CH:32][CH:33]=3)=[C:8]([C:10]3[CH:11]=[CH:12][C:13]([C:16]4([NH:20][C:21](=[O:27])[O:22][C:23]([CH3:26])([CH3:25])[CH3:24])[CH2:19][CH2:18][CH2:17]4)=[CH:14][CH:15]=3)[O:9][C:5]=2[CH:4]=1)(=[O:37])[NH2:2]. (4) Given the reactants [CH3:1][C:2]1[N:3]=[C:4]2[C:9]([O:10][CH2:11][CH2:12][CH:13]([C:18]([F:21])([F:20])[F:19])[C:14]([F:17])([F:16])[F:15])=[CH:8][C:7]([CH3:22])=[CH:6][N:5]2[C:23]=1[C:24](O)=[O:25].CN(C(ON1N=NC2C=CC=NC1=2)=[N+](C)C)C.F[P-](F)(F)(F)(F)F.CN1CCOCC1.[CH3:58][C:59]([NH2:66])([CH2:62][CH:63]([CH3:65])[CH3:64])[CH2:60][NH2:61], predict the reaction product. The product is: [NH2:66][C:59]([CH3:58])([CH2:62][CH:63]([CH3:65])[CH3:64])[CH2:60][NH:61][C:24]([C:23]1[N:5]2[CH:6]=[C:7]([CH3:22])[CH:8]=[C:9]([O:10][CH2:11][CH2:12][CH:13]([C:14]([F:16])([F:15])[F:17])[C:18]([F:19])([F:20])[F:21])[C:4]2=[N:3][C:2]=1[CH3:1])=[O:25]. (5) The product is: [OH:12][CH:10]1[C:9]2[C:4](=[CH:5][CH:6]=[C:7]([N:13]3[C:18](=[O:19])[C:17]([CH2:20][C:21]4[CH:26]=[CH:25][C:24]([C:27]5[C:28]([C:33]#[N:34])=[CH:29][CH:30]=[CH:31][CH:32]=5)=[CH:23][CH:22]=4)=[C:16]([CH2:35][CH2:36][CH3:37])[N:15]=[C:14]3[CH3:38])[CH:8]=2)[O:3][C:2]([CH3:1])([CH3:39])[CH2:11]1. Given the reactants [CH3:1][C:2]1([CH3:39])[CH2:11][C:10](=[O:12])[C:9]2[C:4](=[CH:5][CH:6]=[C:7]([N:13]3[C:18](=[O:19])[C:17]([CH2:20][C:21]4[CH:26]=[CH:25][C:24]([C:27]5[C:28]([C:33]#[N:34])=[CH:29][CH:30]=[CH:31][CH:32]=5)=[CH:23][CH:22]=4)=[C:16]([CH2:35][CH2:36][CH3:37])[N:15]=[C:14]3[CH3:38])[CH:8]=2)[O:3]1.[BH4-].[Na+].S([O-])(O)(=O)=O.[K+], predict the reaction product. (6) Given the reactants [CH3:1][CH:2]([N:4]1[CH2:8][C@@H:7]([C:9]2[CH:14]=[CH:13][C:12]([C:15]3[CH:20]=[CH:19][CH:18]=[C:17]([NH:21]S(C)(=O)=O)[CH:16]=3)=[CH:11][CH:10]=2)[C@H:6]([NH:26][S:27]([CH:30]([CH3:32])[CH3:31])(=[O:29])=[O:28])[CH2:5]1)[CH3:3].[C:33](C1C=CC(B(O)O)=CC=1)#N, predict the reaction product. The product is: [C:17]([C:18]1[CH:19]=[CH:20][C:15]([C:12]2[CH:11]=[CH:10][C:9]([C@@H:7]3[CH2:8][N:4]([CH:2]([CH3:3])[CH3:1])[CH2:5][C@H:6]3[NH:26][S:27]([CH:30]([CH3:32])[CH3:31])(=[O:29])=[O:28])=[CH:14][CH:13]=2)=[CH:16][CH:33]=1)#[N:21].